This data is from Full USPTO retrosynthesis dataset with 1.9M reactions from patents (1976-2016). The task is: Predict the reactants needed to synthesize the given product. (1) Given the product [Br:17][C:18]1[CH:19]=[C:20]2[C:25](=[CH:26][CH:27]=1)[CH:24]=[C:23]([S:28]([N:31]1[CH2:32][CH2:33][N:34]([C:12](=[O:14])[C:11]3[CH:10]=[CH:9][C:8]([C:6]4[CH:5]=[CH:4][N:3]=[C:2]([CH3:1])[CH:7]=4)=[CH:16][CH:15]=3)[CH2:35][CH2:36]1)(=[O:29])=[O:30])[CH:22]=[CH:21]2, predict the reactants needed to synthesize it. The reactants are: [CH3:1][C:2]1[CH:7]=[C:6]([C:8]2[CH:16]=[CH:15][C:11]([C:12]([OH:14])=O)=[CH:10][CH:9]=2)[CH:5]=[CH:4][N:3]=1.[Br:17][C:18]1[CH:19]=[C:20]2[C:25](=[CH:26][CH:27]=1)[CH:24]=[C:23]([S:28]([N:31]1[CH2:36][CH2:35][NH:34][CH2:33][CH2:32]1)(=[O:30])=[O:29])[CH:22]=[CH:21]2.Cl.CN(C)CCCN=C=NCC. (2) The reactants are: [Cl:1][C:2]1[CH:24]=[C:23]([Cl:25])[CH:22]=[CH:21][C:3]=1[C:4]([NH:6][C:7]1[C:16]2[C:11](=[CH:12][CH:13]=[CH:14][CH:15]=2)[C:10]([S:17](Cl)(=[O:19])=[O:18])=[CH:9][CH:8]=1)=[O:5].[N:26]([CH:29]([CH3:31])C)=[C:27]=[O:28]. Given the product [C:27]([N:26]1[CH2:29][CH2:31][CH:4]([NH:6][S:17]([C:10]2[C:11]3[C:16](=[CH:15][CH:14]=[CH:13][CH:12]=3)[C:7]([NH:6][C:4](=[O:5])[C:3]3[CH:21]=[CH:22][C:23]([Cl:25])=[CH:24][C:2]=3[Cl:1])=[CH:8][CH:9]=2)(=[O:19])=[O:18])[CH2:3][CH2:2]1)(=[O:28])[CH2:8][CH2:7][CH3:16], predict the reactants needed to synthesize it. (3) Given the product [Br:1][C:2]1[CH:11]=[C:10]2[C:5]([CH:6]=[CH:7][C:8]([O:12][CH:22]([CH2:23][CH3:24])[C:21]([O:20][CH3:19])=[O:26])=[CH:9]2)=[CH:4][CH:3]=1, predict the reactants needed to synthesize it. The reactants are: [Br:1][C:2]1[CH:11]=[C:10]2[C:5]([CH:6]=[CH:7][C:8]([OH:12])=[CH:9]2)=[CH:4][CH:3]=1.C(=O)([O-])[O-].[Cs+].[Cs+].[CH3:19][O:20][C:21](=[O:26])[CH:22](Br)[CH2:23][CH3:24]. (4) Given the product [C:1]([C:5]1[CH:10]=[C:9]([CH3:11])[CH:8]=[C:7]([Br:13])[C:6]=1[OH:12])([CH3:4])([CH3:3])[CH3:2], predict the reactants needed to synthesize it. The reactants are: [C:1]([C:5]1[CH:10]=[C:9]([CH3:11])[CH:8]=[CH:7][C:6]=1[OH:12])([CH3:4])([CH3:3])[CH3:2].[Br:13]Br. (5) Given the product [Br:14][C:10]1[CH:9]=[C:8]([F:15])[C:7]([CH2:6][Br:17])=[C:12]([F:13])[CH:11]=1, predict the reactants needed to synthesize it. The reactants are: CS(O[CH2:6][C:7]1[C:12]([F:13])=[CH:11][C:10]([Br:14])=[CH:9][C:8]=1[F:15])(=O)=O.[Li+].[Br-:17].